Dataset: Full USPTO retrosynthesis dataset with 1.9M reactions from patents (1976-2016). Task: Predict the reactants needed to synthesize the given product. (1) The reactants are: [Br:1][C:2]1[C:3]([OH:12])=[N:4][C:5]([CH3:11])=[C:6]([N+:8]([O-:10])=[O:9])[CH:7]=1.[C:26]1(P([C:26]2[CH:31]=[CH:30][CH:29]=[CH:28][CH:27]=2)[C:26]2[CH:31]=[CH:30][CH:29]=[CH:28][CH:27]=2)[CH:31]=[CH:30][CH:29]=[CH:28][CH:27]=1.[N+](C(OC(C)C)=O)(C(O[CH:37]([CH3:39])[CH3:38])=O)=[N-]. Given the product [Br:1][C:2]1[C:3]([O:12][C@H:29]2[CH2:28][CH2:27][C@H:26]([CH:37]([CH3:39])[CH3:38])[CH2:31][CH2:30]2)=[N:4][C:5]([CH3:11])=[C:6]([N+:8]([O-:10])=[O:9])[CH:7]=1, predict the reactants needed to synthesize it. (2) Given the product [O:1]1[CH:5]=[CH:4][CH:3]=[C:2]1[CH2:6][CH2:7][C:8]([NH:17][C:11]1[CH:16]=[CH:15][CH:14]=[CH:13][CH:12]=1)=[O:10], predict the reactants needed to synthesize it. The reactants are: [O:1]1[CH:5]=[CH:4][CH:3]=[C:2]1[CH2:6][CH2:7][C:8]([OH:10])=O.[CH:11]1([N:17]=C=[N:17][CH:11]2[CH2:16][CH2:15][CH2:14][CH2:13][CH2:12]2)[CH2:16][CH2:15][CH2:14][CH2:13][CH2:12]1.NC1C=CC=CC=1. (3) Given the product [CH2:1]([O:8][C:9]1[CH:10]=[CH:11][C:12]2[O:16][C:15]([CH:17]([OH:19])[CH3:18])=[C:14]([CH3:20])[C:13]=2[CH:21]=1)[C:2]1[CH:3]=[CH:4][CH:5]=[CH:6][CH:7]=1, predict the reactants needed to synthesize it. The reactants are: [CH2:1]([O:8][C:9]1[CH:10]=[CH:11][C:12]2[O:16][C:15]([C:17](=[O:19])[CH3:18])=[C:14]([CH3:20])[C:13]=2[CH:21]=1)[C:2]1[CH:7]=[CH:6][CH:5]=[CH:4][CH:3]=1.[BH4-].[Na+]. (4) Given the product [CH3:1][C:2]1[CH:7]=[C:6]([C:8]2[CH:13]=[CH:12][C:11]([C:14]([F:17])([F:15])[F:16])=[CH:10][CH:9]=2)[N:5]=[C:4]([O:18][S:21]([C:20]([F:33])([F:32])[F:19])(=[O:23])=[O:22])[CH:3]=1, predict the reactants needed to synthesize it. The reactants are: [CH3:1][C:2]1[CH:7]=[C:6]([C:8]2[CH:13]=[CH:12][C:11]([C:14]([F:17])([F:16])[F:15])=[CH:10][CH:9]=2)[NH:5][C:4](=[O:18])[CH:3]=1.[F:19][C:20]([F:33])([F:32])[S:21](O[S:21]([C:20]([F:33])([F:32])[F:19])(=[O:23])=[O:22])(=[O:23])=[O:22]. (5) Given the product [Br:12][C:7]1[CH:6]=[C:5]([C@H:2]([NH:1][C:18](=[O:19])[O:17][C:14]([CH3:16])([CH3:15])[CH3:13])[CH2:3][OH:4])[CH:10]=[C:9]([F:11])[CH:8]=1, predict the reactants needed to synthesize it. The reactants are: [NH2:1][C@@H:2]([C:5]1[CH:10]=[C:9]([F:11])[CH:8]=[C:7]([Br:12])[CH:6]=1)[CH2:3][OH:4].[CH3:13][C:14]([O:17][C:18](O[C:18]([O:17][C:14]([CH3:16])([CH3:15])[CH3:13])=[O:19])=[O:19])([CH3:16])[CH3:15]. (6) Given the product [Br:1][C:2]1[CH:7]=[CH:6][CH:5]=[CH:4][C:3]=1[O:8][CH2:9][CH2:10][NH:18][CH2:17][C:16]1[CH:19]=[CH:20][C:13]([F:12])=[CH:14][CH:15]=1, predict the reactants needed to synthesize it. The reactants are: [Br:1][C:2]1[CH:7]=[CH:6][CH:5]=[CH:4][C:3]=1[O:8][CH2:9][CH2:10]Cl.[F:12][C:13]1[CH:20]=[CH:19][C:16]([CH2:17][NH2:18])=[CH:15][CH:14]=1. (7) The reactants are: [Br:1][C:2]1[CH:3]=[C:4]([F:11])[C:5]([CH2:9]Br)=[C:6]([F:8])[CH:7]=1.[Br:12][C:13]1[CH:18]=[CH:17][CH:16]=[C:15](Br)[N:14]=1. Given the product [Br:12][C:13]1[CH:18]=[CH:17][CH:16]=[C:15]([CH2:9][C:5]2[C:4]([F:11])=[CH:3][C:2]([Br:1])=[CH:7][C:6]=2[F:8])[N:14]=1, predict the reactants needed to synthesize it. (8) Given the product [CH:12]([O:15][CH2:16][CH2:17][NH:18][CH2:2][CH2:3][NH:4][C:5](=[O:11])[O:6][C:7]([CH3:10])([CH3:9])[CH3:8])([CH3:14])[CH3:13], predict the reactants needed to synthesize it. The reactants are: Br[CH2:2][CH2:3][NH:4][C:5](=[O:11])[O:6][C:7]([CH3:10])([CH3:9])[CH3:8].[CH:12]([O:15][CH2:16][CH2:17][NH2:18])([CH3:14])[CH3:13].O.